From a dataset of Catalyst prediction with 721,799 reactions and 888 catalyst types from USPTO. Predict which catalyst facilitates the given reaction. (1) Reactant: O1CCCC1.[BH4-].[Li+].C([O:10][C:11]([CH:13]1[CH2:18][CH2:17][CH2:16][C:15](=[O:19])[NH:14]1)=O)C.Cl. Product: [OH:10][CH2:11][CH:13]1[NH:14][C:15](=[O:19])[CH2:16][CH2:17][CH2:18]1. The catalyst class is: 98. (2) Reactant: Br[C:2]1[C:3]([NH:14][C:15]2[C:24]3[C:19](=[CH:20][C:21]([F:26])=[CH:22][C:23]=3[F:25])[N:18]=[C:17]([C:27]3[CH:32]=[C:31]([CH3:33])[CH:30]=[CH:29][N:28]=3)[C:16]=2[CH3:34])=[CH:4][C:5]([N:8]2[CH2:13][CH2:12][O:11][CH2:10][CH2:9]2)=[N:6][CH:7]=1.[O:35]1[CH2:40][CH:39]=[C:38](B2OC(C)(C)C(C)(C)O2)[CH2:37][CH2:36]1.C1(P(C2CCCCC2)C2CCCCC2)CCCCC1.[O-]P([O-])([O-])=O.[K+].[K+].[K+]. Product: [O:35]1[CH2:36][CH:37]=[C:38]([C:2]2[C:3]([NH:14][C:15]3[C:24]4[C:19](=[CH:20][C:21]([F:26])=[CH:22][C:23]=4[F:25])[N:18]=[C:17]([C:27]4[CH:32]=[C:31]([CH3:33])[CH:30]=[CH:29][N:28]=4)[C:16]=3[CH3:34])=[CH:4][C:5]([N:8]3[CH2:13][CH2:12][O:11][CH2:10][CH2:9]3)=[N:6][CH:7]=2)[CH2:39][CH2:40]1. The catalyst class is: 552. (3) Reactant: [H-].[Al+3].[Li+].[H-].[H-].[H-].[CH:7]12[N:14]([C:15]3[CH:22]=[CH:21][C:18]([C:19]#[N:20])=[CH:17][C:16]=3[F:23])[CH:11]([CH2:12][CH2:13]1)[CH2:10][CH2:9][CH2:8]2. The catalyst class is: 1. Product: [CH:11]12[N:14]([C:15]3[CH:22]=[CH:21][C:18]([CH2:19][NH2:20])=[CH:17][C:16]=3[F:23])[CH:7]([CH2:13][CH2:12]1)[CH2:8][CH2:9][CH2:10]2. (4) Reactant: [C:1]1([C:7]2([CH2:13]OS(C)(=O)=O)[CH2:12][CH2:11][CH2:10][CH2:9][CH2:8]2)[CH:6]=[CH:5][CH:4]=[CH:3][CH:2]=1.[C-:19]#[N:20].[Na+]. Product: [C:1]1([C:7]2([CH2:13][C:19]#[N:20])[CH2:12][CH2:11][CH2:10][CH2:9][CH2:8]2)[CH:6]=[CH:5][CH:4]=[CH:3][CH:2]=1. The catalyst class is: 58.